This data is from Forward reaction prediction with 1.9M reactions from USPTO patents (1976-2016). The task is: Predict the product of the given reaction. The product is: [Cl:8][C:6]1[N:5]=[C:4]2[N:9]([CH:12]3[CH2:17][CH2:16][CH2:15][CH2:14][O:13]3)[N:10]=[CH:11][C:3]2=[C:2]([C:25]2[CH:26]=[N:27][CH:28]=[CH:29][CH:30]=2)[N:7]=1. Given the reactants Cl[C:2]1[N:7]=[C:6]([Cl:8])[N:5]=[C:4]2[N:9]([CH:12]3[CH2:17][CH2:16][CH2:15][CH2:14][O:13]3)[N:10]=[CH:11][C:3]=12.[Cl-].[Li+].C([Sn](CCCC)(CCCC)[C:25]1[CH:26]=[N:27][CH:28]=[CH:29][CH:30]=1)CCC, predict the reaction product.